This data is from Full USPTO retrosynthesis dataset with 1.9M reactions from patents (1976-2016). The task is: Predict the reactants needed to synthesize the given product. (1) Given the product [CH3:19][C:20]1([CH3:44])[C:24]([CH3:26])([CH3:25])[O:23][B:22]([C:2]2[CH:7]=[CH:6][C:5]([NH:8][C:9]3[O:10][C:11]4[CH:17]=[CH:16][C:15]([CH3:18])=[CH:14][C:12]=4[N:13]=3)=[CH:4][CH:3]=2)[O:21]1, predict the reactants needed to synthesize it. The reactants are: Br[C:2]1[CH:7]=[CH:6][C:5]([NH:8][C:9]2[O:10][C:11]3[CH:17]=[CH:16][C:15]([CH3:18])=[CH:14][C:12]=3[N:13]=2)=[CH:4][CH:3]=1.[CH3:19][C:20]1([CH3:44])[C:24]([CH3:26])([CH3:25])[O:23][B:22](C2C=CC(NC3OC4C=CC(Cl)=CC=4N=3)=CC=2)[O:21]1. (2) Given the product [S:2]1[CH:6]=[C:5]([O:7][CH:8]2[CH2:11][N:10]([C:60](=[O:61])/[CH:59]=[CH:58]/[C:53]3[CH:52]=[C:51]4[C:56](=[N:55][CH:54]=3)[NH:57][C:48](=[O:47])[CH2:49][CH2:50]4)[CH2:9]2)[C:4]2[CH:12]=[CH:13][CH:14]=[CH:15][C:3]1=2, predict the reactants needed to synthesize it. The reactants are: Cl.[S:2]1[CH:6]=[C:5]([O:7][CH:8]2[CH2:11][NH:10][CH2:9]2)[C:4]2[CH:12]=[CH:13][CH:14]=[CH:15][C:3]1=2.CCN=C=NCCCN(C)C.C1C=CC2N(O)N=NC=2C=1.C(N(C(C)C)CC)(C)C.Cl.[O:47]=[C:48]1[NH:57][C:56]2[N:55]=[CH:54][C:53](/[CH:58]=[CH:59]/[C:60](O)=[O:61])=[CH:52][C:51]=2[CH2:50][CH2:49]1. (3) Given the product [CH3:1][C:2]1[CH:10]=[C:9]([CH3:11])[CH:8]=[CH:7][C:3]=1[C:4]([Cl:15])=[O:5], predict the reactants needed to synthesize it. The reactants are: [CH3:1][C:2]1[CH:10]=[C:9]([CH3:11])[CH:8]=[CH:7][C:3]=1[C:4](O)=[O:5].C(Cl)(=O)C([Cl:15])=O. (4) Given the product [CH3:1][O:2][C:3]([C:5]1[N:6]=[C:7]2[C:12]([C:13]([F:16])([F:15])[F:14])=[CH:11][C:10]([C:29]3[CH:28]=[N:27][N:26]([C:24]([O:23][C:19]([CH3:22])([CH3:21])[CH3:20])=[O:25])[CH:30]=3)=[CH:9][N:8]2[CH:18]=1)=[O:4], predict the reactants needed to synthesize it. The reactants are: [CH3:1][O:2][C:3]([C:5]1[N:6]=[C:7]2[C:12]([C:13]([F:16])([F:15])[F:14])=[CH:11][C:10](Br)=[CH:9][N:8]2[CH:18]=1)=[O:4].[C:19]([O:23][C:24]([N:26]1[CH:30]=[C:29](B2OC(C)(C)C(C)(C)O2)[CH:28]=[N:27]1)=[O:25])([CH3:22])([CH3:21])[CH3:20].C(=O)([O-])[O-].[Cs+].[Cs+]. (5) Given the product [OH:7][CH:8]1[CH2:11][CH:10]([CH2:12][O:13][C:14]([C@@:16]23[CH2:25][N:24]([S:26]([C:29]4[CH:30]=[N:31][C:32]([N:35]5[CH2:36][CH2:37][O:38][CH2:39][CH2:40]5)=[CH:33][CH:34]=4)(=[O:27])=[O:28])[CH2:23][CH2:22][C:21]2=[CH:20][C:19]2[N:41]([C:44]4[CH:49]=[CH:48][C:47]([F:50])=[CH:46][CH:45]=4)[N:42]=[CH:43][C:18]=2[CH2:17]3)=[O:15])[CH2:9]1, predict the reactants needed to synthesize it. The reactants are: O1CCCCC1[O:7][CH:8]1[CH2:11][CH:10]([CH2:12][O:13][C:14]([C@@:16]23[CH2:25][N:24]([S:26]([C:29]4[CH:30]=[N:31][C:32]([N:35]5[CH2:40][CH2:39][O:38][CH2:37][CH2:36]5)=[CH:33][CH:34]=4)(=[O:28])=[O:27])[CH2:23][CH2:22][C:21]2=[CH:20][C:19]2[N:41]([C:44]4[CH:49]=[CH:48][C:47]([F:50])=[CH:46][CH:45]=4)[N:42]=[CH:43][C:18]=2[CH2:17]3)=[O:15])[CH2:9]1.Cl. (6) Given the product [F:18][C:17]([F:20])([F:19])[C:14]1[CH:15]=[CH:16][C:10]2[O:9][C:8]([C:7]3[CH:6]=[CH:5][N:4]=[CH:3][C:2]=3[C:23]3[CH:22]=[N:21][CH:26]=[CH:25][CH:24]=3)=[N:12][C:11]=2[CH:13]=1, predict the reactants needed to synthesize it. The reactants are: I[C:2]1[CH:3]=[N:4][CH:5]=[CH:6][C:7]=1[C:8]1[O:9][C:10]2[CH:16]=[CH:15][C:14]([C:17]([F:20])([F:19])[F:18])=[CH:13][C:11]=2[N:12]=1.[N:21]1[CH:26]=[CH:25][CH:24]=[C:23](B(O)O)[CH:22]=1.O1CCOCC1.C(=O)([O-])[O-].[Na+].[Na+].